Dataset: Forward reaction prediction with 1.9M reactions from USPTO patents (1976-2016). Task: Predict the product of the given reaction. Given the reactants [C:1](OC(=O)C)(=[O:3])[CH3:2].[Br:8][C:9]1[CH:10]=[C:11]2[C:16](=[CH:17][CH:18]=1)[C:15](=[O:19])[N:14]([CH2:20][C:21]1[CH:26]=[CH:25][C:24]([S:27]([NH2:30])(=[O:29])=[O:28])=[CH:23][CH:22]=1)[C:13]([C:31](=[O:34])[CH2:32][CH3:33])=[C:12]2[C:35]1[CH:40]=[CH:39][CH:38]=[CH:37][CH:36]=1, predict the reaction product. The product is: [Br:8][C:9]1[CH:10]=[C:11]2[C:16](=[CH:17][CH:18]=1)[C:15](=[O:19])[N:14]([CH2:20][C:21]1[CH:22]=[CH:23][C:24]([S:27]([NH:30][C:1](=[O:3])[CH3:2])(=[O:28])=[O:29])=[CH:25][CH:26]=1)[C:13]([C:31](=[O:34])[CH2:32][CH3:33])=[C:12]2[C:35]1[CH:36]=[CH:37][CH:38]=[CH:39][CH:40]=1.